This data is from Reaction yield outcomes from USPTO patents with 853,638 reactions. The task is: Predict the reaction yield, written as a fraction of the theoretical maximum amount of product (1.0 means a 100% yield; for example, 0.34 means a 34% yield). (1) The reactants are [CH:1]([N:4]1[C:12]2[C:7](=[CH:8][CH:9]=[CH:10][CH:11]=2)[C:6]([C:13]([OH:15])=O)=[N:5]1)([CH3:3])[CH3:2].[NH2:16][C@H:17]1[CH2:22][N:21]([CH2:23][C:24]2[CH:29]=[CH:28][CH:27]=[CH:26][CH:25]=2)[C@@H:20]([CH2:30][CH2:31][OH:32])[CH2:19][CH2:18]1.C(N(CC)C(C)C)(C)C.C(P(=O)(OCC)OCC)#N. The catalyst is CN(C)C=O. The product is [CH2:23]([N:21]1[C@H:20]([CH2:30][CH2:31][OH:32])[CH2:19][CH2:18][C@H:17]([NH:16][C:13]([C:6]2[C:7]3[C:12](=[CH:11][CH:10]=[CH:9][CH:8]=3)[N:4]([CH:1]([CH3:2])[CH3:3])[N:5]=2)=[O:15])[CH2:22]1)[C:24]1[CH:25]=[CH:26][CH:27]=[CH:28][CH:29]=1. The yield is 0.520. (2) The reactants are [Na].[CH3:2][O:3][C:4](=[O:15])[C:5]1[CH:10]=[C:9]([N+:11]([O-:13])=[O:12])[CH:8]=[CH:7][C:6]=1[F:14].[CH3:16][OH:17]. No catalyst specified. The product is [CH3:2][O:3][C:4](=[O:15])[C:5]1[CH:10]=[C:9]([N+:11]([O-:13])=[O:12])[C:8]([O:17][CH3:16])=[CH:7][C:6]=1[F:14]. The yield is 0.170. (3) The reactants are [OH:1][CH2:2][CH2:3][C:4]#[C:5][C:6]1[CH:11]=[CH:10][C:9]([C:12]([CH3:18])([CH3:17])[C:13]([O:15][CH3:16])=[O:14])=[CH:8][CH:7]=1.[CH3:19][S:20](Cl)(=[O:22])=[O:21].N1C=CC=CC=1. The catalyst is C(Cl)Cl. The product is [CH3:17][C:12]([C:9]1[CH:8]=[CH:7][C:6]([C:5]#[C:4][CH2:3][CH2:2][O:1][S:20]([CH3:19])(=[O:22])=[O:21])=[CH:11][CH:10]=1)([CH3:18])[C:13]([O:15][CH3:16])=[O:14]. The yield is 0.940. (4) The reactants are [I:1][C:2]1[CH:7]=[CH:6][C:5]([OH:8])=[CH:4][CH:3]=1.I[CH2:10][C:11](=[CH2:21])[CH2:12][O:13][Si:14]([C:17]([CH3:20])([CH3:19])[CH3:18])([CH3:16])[CH3:15].C([O-])([O-])=O.[K+].[K+]. No catalyst specified. The product is [C:17]([Si:14]([O:13][CH2:12][C:11]([CH2:21][O:8][C:5]1[CH:6]=[CH:7][C:2]([I:1])=[CH:3][CH:4]=1)=[CH2:10])([CH3:15])[CH3:16])([CH3:19])([CH3:20])[CH3:18]. The yield is 0.940. (5) The reactants are [Cl:1][C:2]1[CH:3]=[C:4]([CH:12]=[CH:13][CH:14]=1)[CH2:5][NH:6][C:7](=[O:11])[O:8][CH2:9][CH3:10].Cl[C:16]1[C:21]([N+:22]([O-:24])=[O:23])=[CH:20][C:19]([N+:25]([O-:27])=[O:26])=[CH:18][C:17]=1[C:28]([F:31])([F:30])[F:29].[H-].[Na+].Cl. The catalyst is O1CCCC1. The product is [Cl:1][C:2]1[CH:3]=[C:4]([CH:12]=[CH:13][CH:14]=1)[CH2:5][N:6]([C:16]1[C:17]([C:28]([F:30])([F:31])[F:29])=[CH:18][C:19]([N+:25]([O-:27])=[O:26])=[CH:20][C:21]=1[N+:22]([O-:24])=[O:23])[C:7](=[O:11])[O:8][CH2:9][CH3:10]. The yield is 0.0900.